Predict the reactants needed to synthesize the given product. From a dataset of Full USPTO retrosynthesis dataset with 1.9M reactions from patents (1976-2016). (1) Given the product [ClH:1].[ClH:26].[Cl:26][C:27]1[CH:32]=[C:31]([C:2]2[N:3]=[C:4]3[C:9](=[CH:10][CH:11]=2)[N:8]=[CH:7][C:6]([C:12](=[O:14])[CH3:13])=[C:5]3[NH:15][C@H:16]2[CH2:21][CH2:20][C@H:19]([CH2:22][N:23]([CH3:25])[CH3:24])[CH2:18][CH2:17]2)[CH:30]=[C:29]([F:42])[C:28]=1[OH:43], predict the reactants needed to synthesize it. The reactants are: [Cl:1][C:2]1[N:3]=[C:4]2[C:9](=[CH:10][CH:11]=1)[N:8]=[CH:7][C:6]([C:12](=[O:14])[CH3:13])=[C:5]2[NH:15][C@H:16]1[CH2:21][CH2:20][C@H:19]([CH2:22][N:23]([CH3:25])[CH3:24])[CH2:18][CH2:17]1.[Cl:26][C:27]1[CH:32]=[C:31](B2OC(C)(C)C(C)(C)O2)[CH:30]=[C:29]([F:42])[C:28]=1[OH:43].C1(N)C(F)=C(F)C(F)=C(N)C=1F.Cl.Cl. (2) Given the product [Cl:12][C:13]1[C:22]2[C:17](=[CH:18][CH:19]=[C:20]([C:23]([C:25]3[N:29]([CH3:30])[C:28]([CH3:31])=[N:27][CH:26]=3)([C:6]3[N:2]([CH3:1])[N:3]=[N:4][CH:5]=3)[OH:24])[CH:21]=2)[N:16]=[C:15]([O:32][CH3:33])[C:14]=1[CH2:34][CH:35]([CH3:37])[CH3:36], predict the reactants needed to synthesize it. The reactants are: [CH3:1][N:2]1[CH:6]=[CH:5][N:4]=[N:3]1.[Li]CCCC.[Cl:12][C:13]1[C:22]2[C:17](=[CH:18][CH:19]=[C:20]([C:23]([C:25]3[N:29]([CH3:30])[C:28]([CH3:31])=[N:27][CH:26]=3)=[O:24])[CH:21]=2)[N:16]=[C:15]([O:32][CH3:33])[C:14]=1[CH2:34][CH:35]([CH3:37])[CH3:36]. (3) Given the product [C:12]1([O:11]/[N:10]=[C:7](/[O:9][CH2:1][CH3:2])\[CH3:8])[C:13]2[C:23](=[CH:22][CH:21]=[CH:20][CH:19]=2)[CH:24]=[CH:15][N:16]=1, predict the reactants needed to synthesize it. The reactants are: [CH3:1][C:2](C)([O-])C.[K+].[C:7]([NH:10][O:11][CH2:12][CH3:13])(=[O:9])[CH3:8].Cl[C:15]1[C:24]2[C:19](=[CH:20][CH:21]=[CH:22][CH:23]=2)C=C[N:16]=1. (4) The reactants are: [CH2:1]([O:8][C:9]([N:11]1[CH2:16][CH2:15][CH:14]([N:17]([C:27]2[CH:32]=[CH:31][C:30]([CH2:33][NH2:34])=[CH:29][CH:28]=2)[CH2:18][C:19]2[CH:24]=[CH:23][CH:22]=[C:21]([C:25]#[N:26])[CH:20]=2)[CH2:13][CH2:12]1)=[O:10])[C:2]1[CH:7]=[CH:6][CH:5]=[CH:4][CH:3]=1.CCN(CC)CC.[C:42](OC(=O)C)(=[O:44])[CH3:43]. Given the product [CH2:1]([O:8][C:9]([N:11]1[CH2:16][CH2:15][CH:14]([N:17]([C:27]2[CH:32]=[CH:31][C:30]([CH2:33][NH:34][C:42](=[O:44])[CH3:43])=[CH:29][CH:28]=2)[CH2:18][C:19]2[CH:24]=[CH:23][CH:22]=[C:21]([C:25]#[N:26])[CH:20]=2)[CH2:13][CH2:12]1)=[O:10])[C:2]1[CH:7]=[CH:6][CH:5]=[CH:4][CH:3]=1, predict the reactants needed to synthesize it. (5) Given the product [S:17]1[C:21]2[CH:22]=[CH:23][CH:24]=[CH:25][C:20]=2[N:19]=[C:18]1[C:26]1[CH:31]=[CH:30][C:29]([C:32]([N:34]2[CH2:35][CH2:36][N:37]([C:44]([C:41]3([OH:40])[CH2:43][CH2:42]3)=[O:45])[CH2:38][CH2:39]2)=[O:33])=[CH:28][CH:27]=1, predict the reactants needed to synthesize it. The reactants are: C(N(CC)C(C)C)(C)C.FC(F)(F)C(O)=O.[S:17]1[C:21]2[CH:22]=[CH:23][CH:24]=[CH:25][C:20]=2[N:19]=[C:18]1[C:26]1[CH:31]=[CH:30][C:29]([C:32]([N:34]2[CH2:39][CH2:38][NH:37][CH2:36][CH2:35]2)=[O:33])=[CH:28][CH:27]=1.[OH:40][C:41]1([C:44](O)=[O:45])[CH2:43][CH2:42]1.CN(C(ON1N=NC2C1=CC=CC=2)=[N+](C)C)C.F[P-](F)(F)(F)(F)F. (6) Given the product [Cl:27][C:28]1[CH:34]=[C:33]([C:35]([F:37])([F:38])[F:36])[CH:32]=[CH:31][C:29]=1[NH:30][C:8]1[CH:7]=[C:6]([O:5][CH2:4][CH2:3][O:2][CH3:1])[CH:11]=[CH:10][C:9]=1/[CH:12]=[CH:13]/[C:14]([O:16][CH2:17][CH3:18])=[O:15], predict the reactants needed to synthesize it. The reactants are: [CH3:1][O:2][CH2:3][CH2:4][O:5][C:6]1[CH:11]=[CH:10][C:9](/[CH:12]=[CH:13]/[C:14]([O:16][CH2:17][CH3:18])=[O:15])=[C:8](OS(C(F)(F)F)(=O)=O)[CH:7]=1.[Cl:27][C:28]1[CH:34]=[C:33]([C:35]([F:38])([F:37])[F:36])[CH:32]=[CH:31][C:29]=1[NH2:30].C1(P(C2C=CC=CC=2)C2C=CC3C(=CC=CC=3)C=2C2C3C(=CC=CC=3)C=CC=2P(C2C=CC=CC=2)C2C=CC=CC=2)C=CC=CC=1.C(=O)([O-])[O-].[Cs+].[Cs+]. (7) Given the product [F:14][C:15]1[CH:16]=[CH:17][C:18]([N:21]2[C:29]3[C:24](=[CH:25][C:26]([CH:31]4[S:33][CH2:34][C:35](=[O:36])[NH:7][C:6]5[N:2]([CH3:1])[N:3]=[C:4]([C:8]6[CH:13]=[CH:12][CH:11]=[CH:10][N:9]=6)[C:5]4=5)=[C:27]([CH3:30])[CH:28]=3)[CH:23]=[N:22]2)=[CH:19][CH:20]=1, predict the reactants needed to synthesize it. The reactants are: [CH3:1][N:2]1[C:6]([NH2:7])=[CH:5][C:4]([C:8]2[CH:13]=[CH:12][CH:11]=[CH:10][N:9]=2)=[N:3]1.[F:14][C:15]1[CH:20]=[CH:19][C:18]([N:21]2[C:29]3[C:24](=[CH:25][C:26]([CH:31]=O)=[C:27]([CH3:30])[CH:28]=3)[CH:23]=[N:22]2)=[CH:17][CH:16]=1.[SH:33][CH2:34][C:35](O)=[O:36]. (8) Given the product [N:37]1([CH2:7][CH2:8][CH2:9][S:10]([N:13]2[CH2:18][CH2:17][CH:16]([C:19]3[C:27]4[C:22](=[C:23]([C:34]([NH2:36])=[O:35])[CH:24]=[C:25]([C:28]5[CH:33]=[CH:32][CH:31]=[CH:30][CH:29]=5)[CH:26]=4)[NH:21][CH:20]=3)[CH2:15][CH2:14]2)(=[O:12])=[O:11])[CH2:42][CH2:41][O:40][CH2:39][CH2:38]1, predict the reactants needed to synthesize it. The reactants are: NS(N)(=O)=O.Cl[CH2:7][CH2:8][CH2:9][S:10]([N:13]1[CH2:18][CH2:17][CH:16]([C:19]2[C:27]3[C:22](=[C:23]([C:34]([NH2:36])=[O:35])[CH:24]=[C:25]([C:28]4[CH:33]=[CH:32][CH:31]=[CH:30][CH:29]=4)[CH:26]=3)[NH:21][CH:20]=2)[CH2:15][CH2:14]1)(=[O:12])=[O:11].[NH:37]1[CH2:42][CH2:41][O:40][CH2:39][CH2:38]1.C([O-])([O-])=O.[K+].[K+].[Na+].[I-].